Predict the product of the given reaction. From a dataset of Forward reaction prediction with 1.9M reactions from USPTO patents (1976-2016). (1) Given the reactants [CH3:1][N:2]([CH3:6])[CH2:3][CH2:4][OH:5].C(N(CC)CC)C.CS(Cl)(=O)=O.O[C:20]1[CH:21]=[C:22]([CH:25]=[CH:26][C:27]=1[O:28][CH3:29])[CH:23]=[O:24].C(=O)([O-])[O-].[K+].[K+], predict the reaction product. The product is: [CH3:1][N:2]([CH3:6])[CH2:3][CH2:4][O:5][C:20]1[CH:21]=[C:22]([CH:25]=[CH:26][C:27]=1[O:28][CH3:29])[CH:23]=[O:24]. (2) Given the reactants [C:1]([O:11][CH:12]([CH3:14])[CH3:13])(=[O:10])/[CH:2]=[CH:3]/[C:4]([O:6][CH:7]([CH3:9])[CH3:8])=[O:5].[C:15]([O:22][CH:23]([CH3:25])[CH3:24])(=[O:21])/[CH:16]=[CH:17]/[C:18]([O-:20])=[O:19].[C:26]([O:36][CH2:37][CH3:38])(=[O:35])[CH:27]=[CH:28][C:29]1[CH:34]=[CH:33][CH:32]=[CH:31][CH:30]=1.C(OOC(C)(C)C)(=O)C(C)(C)C, predict the reaction product. The product is: [C:4]([O:6][CH:7]([CH3:9])[CH3:8])(=[O:5])/[CH:3]=[CH:2]/[C:1]([O:11][CH:12]([CH3:14])[CH3:13])=[O:10].[C:15]([O:22][CH:23]([CH3:25])[CH3:24])(=[O:21])/[CH:16]=[CH:17]/[C:18]([O-:20])=[O:19].[C:26]([O:36][CH2:37][CH3:38])(=[O:35])[CH:27]=[CH:28][C:29]1[CH:30]=[CH:31][CH:32]=[CH:33][CH:34]=1. (3) Given the reactants [CH2:1]([O:3][CH:4]([CH2:10][C:11]1[CH:16]=[CH:15][C:14]([OH:17])=[CH:13][CH:12]=1)[C:5]([O:7][CH2:8][CH3:9])=[O:6])[CH3:2], predict the reaction product. The product is: [CH2:1]([O:3][C@@H:4]([CH2:10][C:11]1[CH:12]=[CH:13][C:14]([OH:17])=[CH:15][CH:16]=1)[C:5]([OH:7])=[O:6])[CH3:2].[CH2:1]([O:3][C@H:4]([CH2:10][C:11]1[CH:12]=[CH:13][C:14]([OH:17])=[CH:15][CH:16]=1)[C:5]([O:7][CH2:8][CH3:9])=[O:6])[CH3:2]. (4) Given the reactants [CH3:1][O:2][C:3](=[O:18])[CH2:4][N:5]1[CH:9]=[C:8]([C:10]2[CH:15]=[CH:14][C:13]([Cl:16])=[CH:12][CH:11]=2)[NH:7][C:6]1=[O:17].C(=O)([O-])[O-].[Cs+].[Cs+].Br[C:26]1([CH3:29])[CH2:28][CH2:27]1.Cl, predict the reaction product. The product is: [CH3:1][O:2][C:3](=[O:18])[CH2:4][N:5]1[CH:9]=[C:8]([C:10]2[CH:15]=[CH:14][C:13]([Cl:16])=[CH:12][CH:11]=2)[N:7]([CH2:29][CH:26]2[CH2:28][CH2:27]2)[C:6]1=[O:17]. (5) Given the reactants [C:1](Cl)(=O)[C:2]([Cl:4])=[O:3].[C:7]1([C@H:13]2C[C@@H:14]2C(O)=O)[CH:12]=[CH:11][CH:10]=[CH:9][CH:8]=1, predict the reaction product. The product is: [C:7]1([C@H:13]2[CH2:14][C@@H:1]2[C:2]([Cl:4])=[O:3])[CH:12]=[CH:11][CH:10]=[CH:9][CH:8]=1. (6) Given the reactants [O:1]=[C:2]1[N:11]([NH:12][S:13]([CH3:16])(=[O:15])=[O:14])[C:10](=[O:17])[C:9]2[C:4](=[CH:5][C:6]([C:23]([F:26])([F:25])[F:24])=[C:7]([C@H:18]3[CH2:22][CH2:21][CH2:20][O:19]3)[CH:8]=2)[NH:3]1.Cl[C:28]([O:30][CH2:31][CH2:32][CH2:33][CH3:34])=[O:29], predict the reaction product. The product is: [CH2:31]([O:30][C:28](=[O:29])[N:12]([S:13]([CH3:16])(=[O:15])=[O:14])[N:11]1[C:10](=[O:17])[C:9]2[C:4](=[CH:5][C:6]([C:23]([F:25])([F:26])[F:24])=[C:7]([C@H:18]3[CH2:22][CH2:21][CH2:20][O:19]3)[CH:8]=2)[NH:3][C:2]1=[O:1])[CH2:32][CH2:33][CH3:34]. (7) Given the reactants [Cl:1][C:2]1[N:10]=[CH:9][N:8]=[C:7]2[C:3]=1[N:4]=[CH:5][N:6]2[CH3:11].[NH2:12][C@@H:13]1[CH2:18][CH2:17][C@H:16]([NH:19][C:20](=[O:29])[C:21]2[CH:26]=[CH:25][C:24]([F:27])=[C:23]([Cl:28])[CH:22]=2)[CH2:15][CH2:14]1, predict the reaction product. The product is: [ClH:1].[Cl:28][C:23]1[CH:22]=[C:21]([CH:26]=[CH:25][C:24]=1[F:27])[C:20]([NH:19][C@H:16]1[CH2:15][CH2:14][C@@H:13]([NH:12][C:2]2[N:10]=[CH:9][N:8]=[C:7]3[C:3]=2[N:4]=[CH:5][N:6]3[CH3:11])[CH2:18][CH2:17]1)=[O:29].